From a dataset of Reaction yield outcomes from USPTO patents with 853,638 reactions. Predict the reaction yield, written as a fraction of the theoretical maximum amount of product (1.0 means a 100% yield; for example, 0.34 means a 34% yield). (1) The yield is 0.0700. The reactants are [C:1]([C:5]1[O:9][N:8]=[C:7]([NH:10][C:11]([NH:13][C:14]2[CH:19]=[CH:18][CH:17]=[C:16]([S:20][C:21]3[C:30]4[C:25](=[CH:26][C:27]([O:41][CH3:42])=[C:28]([O:31][CH2:32][CH2:33][CH2:34][N:35]5[CH2:40][CH2:39]CC[CH2:36]5)[CH:29]=4)[N:24]=[CH:23][N:22]=3)[CH:15]=2)=[O:12])[CH:6]=1)([CH3:4])([CH3:3])[CH3:2].[OH:43][CH2:44][CH2:45][N:46]1CCNC[CH2:47]1. No catalyst specified. The product is [C:1]([C:5]1[O:9][N:8]=[C:7]([NH:10][C:11]([NH:13][C:14]2[CH:19]=[CH:18][CH:17]=[C:16]([S:20][C:21]3[C:30]4[C:25](=[CH:26][C:27]([O:41][CH3:42])=[C:28]([O:31][CH2:32][CH2:33][CH2:34][N:35]5[CH2:36][CH2:47][N:46]([CH2:45][CH2:44][OH:43])[CH2:39][CH2:40]5)[CH:29]=4)[N:24]=[CH:23][N:22]=3)[CH:15]=2)=[O:12])[CH:6]=1)([CH3:2])([CH3:3])[CH3:4]. (2) The reactants are [C:1]([N:5]1[C:10](=[O:11])[C:9]([Cl:12])=[C:8]([OH:13])[CH:7]=[N:6]1)([CH3:4])([CH3:3])[CH3:2].O[CH2:15][C:16]1[CH:21]=[CH:20][C:19]([CH2:22][CH2:23][CH:24]([OH:26])[CH3:25])=[CH:18][CH:17]=1.C1(P(C2C=CC=CC=2)C2C=CC=CC=2)C=CC=CC=1.N(C(OC(C)C)=O)=NC(OC(C)C)=O. The catalyst is C1COCC1.C(OCC)(=O)C. The product is [C:1]([N:5]1[C:10](=[O:11])[C:9]([Cl:12])=[C:8]([O:13][CH2:15][C:16]2[CH:21]=[CH:20][C:19]([CH2:22][CH2:23][CH:24]([OH:26])[CH3:25])=[CH:18][CH:17]=2)[CH:7]=[N:6]1)([CH3:4])([CH3:2])[CH3:3]. The yield is 0.480. (3) The reactants are [C:1]([O:4]C)(=O)[CH3:2].[CH3:6][CH:7]([CH3:13])[CH2:8][CH2:9][C:10](=[O:12])[CH3:11].Cl. The catalyst is C(OCC)C. The product is [CH3:6][CH:7]([CH3:13])[CH2:8][CH2:9][C:10](=[O:12])[CH2:11][C:1](=[O:4])[CH3:2]. The yield is 0.710. (4) The reactants are Cl[C:2]1[N:7]=[C:6]([N:8]([CH3:10])[CH3:9])[C:5]([C:11]2[CH:16]=[CH:15][C:14]([Cl:17])=[CH:13][CH:12]=2)=[C:4]([C:18]2[CH:23]=[CH:22][C:21]([Cl:24])=[CH:20][CH:19]=2)[N:3]=1.O.[NH2:26][NH2:27]. The catalyst is N1C=CC=CC=1. The product is [Cl:17][C:14]1[CH:13]=[CH:12][C:11]([C:5]2[C:6]([N:8]([CH3:9])[CH3:10])=[N:7][C:2]([NH:26][NH2:27])=[N:3][C:4]=2[C:18]2[CH:23]=[CH:22][C:21]([Cl:24])=[CH:20][CH:19]=2)=[CH:16][CH:15]=1. The yield is 0.700.